From a dataset of NCI-60 drug combinations with 297,098 pairs across 59 cell lines. Regression. Given two drug SMILES strings and cell line genomic features, predict the synergy score measuring deviation from expected non-interaction effect. (1) Drug 2: C(CCl)NC(=O)N(CCCl)N=O. Drug 1: C1CC(=O)NC(=O)C1N2CC3=C(C2=O)C=CC=C3N. Cell line: SK-MEL-28. Synergy scores: CSS=2.20, Synergy_ZIP=-0.260, Synergy_Bliss=1.17, Synergy_Loewe=0.263, Synergy_HSA=0.178. (2) Drug 1: CN1CCC(CC1)COC2=C(C=C3C(=C2)N=CN=C3NC4=C(C=C(C=C4)Br)F)OC. Drug 2: CC1=C(N=C(N=C1N)C(CC(=O)N)NCC(C(=O)N)N)C(=O)NC(C(C2=CN=CN2)OC3C(C(C(C(O3)CO)O)O)OC4C(C(C(C(O4)CO)O)OC(=O)N)O)C(=O)NC(C)C(C(C)C(=O)NC(C(C)O)C(=O)NCCC5=NC(=CS5)C6=NC(=CS6)C(=O)NCCC[S+](C)C)O. Cell line: NCI-H226. Synergy scores: CSS=7.82, Synergy_ZIP=-5.92, Synergy_Bliss=-7.11, Synergy_Loewe=-12.6, Synergy_HSA=-5.06. (3) Drug 1: CC1CCC2CC(C(=CC=CC=CC(CC(C(=O)C(C(C(=CC(C(=O)CC(OC(=O)C3CCCCN3C(=O)C(=O)C1(O2)O)C(C)CC4CCC(C(C4)OC)O)C)C)O)OC)C)C)C)OC. Drug 2: CC1=C(C(=O)C2=C(C1=O)N3CC4C(C3(C2COC(=O)N)OC)N4)N. Cell line: OVCAR-8. Synergy scores: CSS=36.2, Synergy_ZIP=0.926, Synergy_Bliss=2.18, Synergy_Loewe=5.94, Synergy_HSA=8.00. (4) Drug 1: CC1=C2C(C(=O)C3(C(CC4C(C3C(C(C2(C)C)(CC1OC(=O)C(C(C5=CC=CC=C5)NC(=O)OC(C)(C)C)O)O)OC(=O)C6=CC=CC=C6)(CO4)OC(=O)C)O)C)O. Drug 2: C1=NC(=NC(=O)N1C2C(C(C(O2)CO)O)O)N. Cell line: K-562. Synergy scores: CSS=43.3, Synergy_ZIP=0.331, Synergy_Bliss=0.253, Synergy_Loewe=2.74, Synergy_HSA=3.23. (5) Drug 1: C1=NNC2=C1C(=O)NC=N2. Drug 2: CCN(CC)CCCC(C)NC1=C2C=C(C=CC2=NC3=C1C=CC(=C3)Cl)OC. Cell line: CCRF-CEM. Synergy scores: CSS=27.8, Synergy_ZIP=-2.98, Synergy_Bliss=2.44, Synergy_Loewe=-17.3, Synergy_HSA=0.878.